From a dataset of Forward reaction prediction with 1.9M reactions from USPTO patents (1976-2016). Predict the product of the given reaction. (1) Given the reactants Cl[C:2]1[CH:3]=[C:4]([NH:11][C:12]2[CH:17]=[CH:16][CH:15]=[C:14]([N:18]3[CH2:22][CH2:21][CH2:20][C@@H:19]3[CH3:23])[N:13]=2)[C:5]2[N:6]([CH:8]=[CH:9][N:10]=2)[N:7]=1.CC1(C)C(C)(C)OB([C:32]2[CH:40]=[CH:39][C:35]([C:36]([OH:38])=[O:37])=[CH:34][CH:33]=2)O1.CC(C1C=C(C(C)C)C(C2C=CC=CC=2P(C2CCCCC2)C2CCCCC2)=C(C(C)C)C=1)C.C([O-])([O-])=O.[Na+].[Na+], predict the reaction product. The product is: [CH3:23][C@H:19]1[CH2:20][CH2:21][CH2:22][N:18]1[C:14]1[N:13]=[C:12]([NH:11][C:4]2[C:5]3[N:6]([CH:8]=[CH:9][N:10]=3)[N:7]=[C:2]([C:32]3[CH:40]=[CH:39][C:35]([C:36]([OH:38])=[O:37])=[CH:34][CH:33]=3)[CH:3]=2)[CH:17]=[CH:16][CH:15]=1. (2) The product is: [Br:1][C:2]1[CH:3]=[C:4]2[C:9](=[CH:10][CH:11]=1)[N:8]=[C:7]([S:12][CH3:14])[NH:6][C:5]2=[O:13]. Given the reactants [Br:1][C:2]1[CH:3]=[C:4]2[C:9](=[CH:10][CH:11]=1)[NH:8][C:7](=[S:12])[NH:6][C:5]2=[O:13].[CH3:14][O-].[Na+].IC, predict the reaction product. (3) Given the reactants [CH3:1][O:2][C:3](=[O:32])[CH2:4][CH:5]([C:19]1[CH:24]=[CH:23][C:22]([O:25][CH:26]([F:28])[F:27])=[C:21]([O:29][CH2:30][CH3:31])[CH:20]=1)[N:6]1[CH2:14][C:13]2[C:8](=[C:9]([N+:15]([O-])=O)[CH:10]=[CH:11][CH:12]=2)[C:7]1=[O:18], predict the reaction product. The product is: [CH3:1][O:2][C:3](=[O:32])[CH2:4][CH:5]([N:6]1[CH2:14][C:13]2[C:8](=[C:9]([NH2:15])[CH:10]=[CH:11][CH:12]=2)[C:7]1=[O:18])[C:19]1[CH:24]=[CH:23][C:22]([O:25][CH:26]([F:28])[F:27])=[C:21]([O:29][CH2:30][CH3:31])[CH:20]=1. (4) Given the reactants [CH3:1][C:2]1[CH:3]=[C:4]2[C:8](=[C:9]([CH3:11])[CH:10]=1)[NH:7][C:6](=O)[C:5]2=O.Cl.C(=O)(O)[O-].[Na+], predict the reaction product. The product is: [CH3:1][C:2]1[CH:3]=[C:4]2[C:8](=[C:9]([CH3:11])[CH:10]=1)[NH:7][CH:6]=[CH:5]2. (5) Given the reactants [NH2:1][C:2]1[CH:3]=[CH:4][N:5]([CH3:27])[C:6]2[C:7]=1[CH:8]=[CH:9][C:10]1[N:19]([C:20]3[CH:25]=[CH:24][C:23]([F:26])=[CH:22][CH:21]=3)[CH2:18][CH:17]=[C:12]3[NH:13][C:14](=[O:16])[C:15]=2[C:11]=13.C(N(CC)C(C)C)(C)C.[N:37]([C:40]1[CH:45]=[CH:44][CH:43]=[C:42]([O:46][C:47]2[CH:52]=[CH:51][CH:50]=[CH:49][CH:48]=2)[CH:41]=1)=[C:38]=[O:39], predict the reaction product. The product is: [F:26][C:23]1[CH:22]=[CH:21][C:20]([N:19]2[C:10]3=[C:11]4[C:15](=[C:6]5[N:5]([CH3:27])[CH:4]=[CH:3][C:2]([NH:1][C:38]([NH:37][C:40]6[CH:45]=[CH:44][CH:43]=[C:42]([O:46][C:47]7[CH:52]=[CH:51][CH:50]=[CH:49][CH:48]=7)[CH:41]=6)=[O:39])=[C:7]5[CH:8]=[CH:9]3)[C:14](=[O:16])[NH:13][C:12]4=[CH:17][CH2:18]2)=[CH:25][CH:24]=1.